This data is from Full USPTO retrosynthesis dataset with 1.9M reactions from patents (1976-2016). The task is: Predict the reactants needed to synthesize the given product. (1) Given the product [Cl:1][C:2]1[CH:7]=[CH:6][C:5]([S:8]([NH:11][C:12]2[C:13]([C:19]([C:21]3[C:22]([OH:27])=[N:23][CH:24]=[CH:25][CH:26]=3)=[O:20])=[N:14][CH:15]=[C:16]([Cl:18])[CH:17]=2)(=[O:9])=[O:10])=[CH:4][C:3]=1[C:29]([F:32])([F:30])[F:31], predict the reactants needed to synthesize it. The reactants are: [Cl:1][C:2]1[CH:7]=[CH:6][C:5]([S:8]([NH:11][C:12]2[C:13]([C:19]([C:21]3[C:22]([O:27]C)=[N:23][CH:24]=[CH:25][CH:26]=3)=[O:20])=[N:14][CH:15]=[C:16]([Cl:18])[CH:17]=2)(=[O:10])=[O:9])=[CH:4][C:3]=1[C:29]([F:32])([F:31])[F:30].C([O-])(O)=O.[Na+]. (2) Given the product [CH2:18]([O:17][C:3]1[CH:4]=[C:5]([CH:6]=[O:8])[CH:11]=[C:12]([O:13][CH2:14][CH2:15][CH3:16])[C:2]=1[C:24]1[CH:25]=[CH:26][C:21]([F:20])=[CH:22][CH:23]=1)[CH3:19], predict the reactants needed to synthesize it. The reactants are: Br[C:2]1[C:12]([O:13][CH2:14][CH2:15][CH3:16])=[CH:11][C:5]([C:6]([O:8]CC)=O)=[CH:4][C:3]=1[O:17][CH2:18][CH3:19].[F:20][C:21]1[CH:26]=[CH:25][C:24](B(O)O)=[CH:23][CH:22]=1. (3) Given the product [Br:1][C:2]1[C:10]2[C:9]([NH:11][C:12]3[CH:13]=[C:14]4[CH:22]=[N:21][NH:20][C:15]4=[N:16][C:17]=3[O:18][CH3:19])=[N:8][CH:7]=[N:6][C:5]=2[NH:4][C:3]=1[C:23]([N:54]([CH2:53][CH2:52][N:51]([CH3:56])[CH3:50])[CH3:55])=[O:24], predict the reactants needed to synthesize it. The reactants are: [Br:1][C:2]1[C:10]2[C:9]([NH:11][C:12]3[CH:13]=[C:14]4[CH:22]=[N:21][NH:20][C:15]4=[N:16][C:17]=3[O:18][CH3:19])=[N:8][CH:7]=[N:6][C:5]=2[NH:4][C:3]=1[C:23](O)=[O:24].BrC1C2C(NC3C=C4C=NNC4=NC=3O)=NC=NC=2NC=1C(O)=O.[CH3:50][N:51]([CH3:56])[CH2:52][CH2:53][NH:54][CH3:55]. (4) The reactants are: [CH3:1][O:2][C:3]1[CH:4]=[C:5]2[C:9](=[CH:10][CH:11]=1)[NH:8][CH:7]=[CH:6]2.Br[CH2:13][CH2:14][OH:15]. Given the product [CH3:1][O:2][C:3]1[CH:4]=[C:5]2[C:9](=[CH:10][CH:11]=1)[N:8]([CH2:13][CH2:14][OH:15])[CH:7]=[CH:6]2, predict the reactants needed to synthesize it. (5) Given the product [CH3:34][O:33][CH2:32][CH2:31][C:30]1[N:35]=[C:25]([CH:11]2[CH2:12][CH:13]([C:15]3[CH:20]=[CH:19][C:18]([C:21]([F:24])([F:22])[F:23])=[CH:17][CH:16]=3)[CH2:14][N:9]([C:7]([N:1]3[CH2:2][CH2:3][S:4][CH2:5][CH2:6]3)=[O:8])[CH2:10]2)[O:27][N:29]=1, predict the reactants needed to synthesize it. The reactants are: [N:1]1([C:7]([N:9]2[CH2:14][CH:13]([C:15]3[CH:20]=[CH:19][C:18]([C:21]([F:24])([F:23])[F:22])=[CH:17][CH:16]=3)[CH2:12][CH:11]([C:25]([OH:27])=O)[CH2:10]2)=[O:8])[CH2:6][CH2:5][S:4][CH2:3][CH2:2]1.O[NH:29][C:30](=[NH:35])[CH2:31][CH2:32][O:33][CH3:34]. (6) Given the product [I:2][C:3]1[C:11]2[NH:10][C:9]3[CH2:12][CH2:13][N:14]([C:22]([O:24][C:25]([CH3:28])([CH3:27])[CH3:26])=[O:23])[CH2:15][C:8]=3[C:7]=2[CH:6]=[CH:5][CH:4]=1, predict the reactants needed to synthesize it. The reactants are: Cl.[I:2][C:3]1[C:11]2[NH:10][C:9]3[CH2:12][CH2:13][NH:14][CH2:15][C:8]=3[C:7]=2[CH:6]=[CH:5][CH:4]=1.C(=O)([O-])[O-].[K+].[K+].[C:22](O[C:22]([O:24][C:25]([CH3:28])([CH3:27])[CH3:26])=[O:23])([O:24][C:25]([CH3:28])([CH3:27])[CH3:26])=[O:23]. (7) Given the product [CH3:7][O:8][C:9]([C:11]1[C:15]2[CH:16]=[CH:17][C:18]([O:20][C:34]3[CH:35]=[C:30]([CH2:29][O:28][CH2:21][C:22]4[CH:23]=[CH:24][CH:25]=[CH:26][CH:27]=4)[N:31]=[CH:32][N:33]=3)=[CH:19][C:14]=2[O:13][CH:12]=1)=[O:10], predict the reactants needed to synthesize it. The reactants are: C([O-])([O-])=O.[K+].[K+].[CH3:7][O:8][C:9]([C:11]1[C:15]2[CH:16]=[CH:17][C:18]([OH:20])=[CH:19][C:14]=2[O:13][CH:12]=1)=[O:10].[CH2:21]([O:28][CH2:29][C:30]1[CH:35]=[C:34](Cl)[N:33]=[CH:32][N:31]=1)[C:22]1[CH:27]=[CH:26][CH:25]=[CH:24][CH:23]=1.